Dataset: Reaction yield outcomes from USPTO patents with 853,638 reactions. Task: Predict the reaction yield, written as a fraction of the theoretical maximum amount of product (1.0 means a 100% yield; for example, 0.34 means a 34% yield). (1) The reactants are [Br:1][C:2]1[CH:3]=[C:4]2[C:10]([I:11])=[CH:9][NH:8][C:5]2=[N:6][CH:7]=1.[C:12]1([CH3:22])[CH:17]=[CH:16][C:15]([S:18](Cl)(=[O:20])=[O:19])=[CH:14][CH:13]=1. The catalyst is C1COCC1. The product is [Br:1][C:2]1[CH:3]=[C:4]2[C:10]([I:11])=[CH:9][N:8]([S:18]([C:15]3[CH:16]=[CH:17][C:12]([CH3:22])=[CH:13][CH:14]=3)(=[O:20])=[O:19])[C:5]2=[N:6][CH:7]=1. The yield is 0.920. (2) The reactants are [NH2:1][C:2]([CH3:25])([CH3:24])[C@H:3]([NH:8][C:9](=[O:23])[C:10]1[CH:15]=[CH:14][C:13]([C:16]#[C:17][C:18]#[C:19][CH2:20][CH2:21][OH:22])=[CH:12][CH:11]=1)[C:4]([NH:6][OH:7])=[O:5].CCN(C(C)C)C(C)C.[NH:35]1[CH:39]=[C:38]([CH:40]=O)[N:37]=[CH:36]1.[BH3-]C#N.[Na+].C(O)(=O)C.C(O)(C(F)(F)F)=O. The catalyst is CN(C=O)C.CO. The product is [NH:35]1[CH:39]=[C:38]([CH2:40][NH:1][C:2]([CH3:25])([CH3:24])[C@H:3]([NH:8][C:9](=[O:23])[C:10]2[CH:15]=[CH:14][C:13]([C:16]#[C:17][C:18]#[C:19][CH2:20][CH2:21][OH:22])=[CH:12][CH:11]=2)[C:4]([NH:6][OH:7])=[O:5])[N:37]=[CH:36]1. The yield is 0.191. (3) The reactants are [F:1][C:2]([F:18])([F:17])[C:3]1[O:7][N:6]=[C:5]([C:8]2[S:12][C:11]([C:13]([OH:15])=O)=[CH:10][CH:9]=2)[C:4]=1[CH3:16].[NH:19]1[CH2:24][CH2:23][C@H:22]([OH:25])[C@H:21]([OH:26])[CH2:20]1.C1COCC1.CN(C=O)C. The catalyst is C(N(CC)CC)C. The product is [CH3:16][C:4]1[C:5]([C:8]2[S:12][C:11]([C:13]([N:19]3[CH2:24][CH2:23][C@H:22]([OH:25])[C@H:21]([OH:26])[CH2:20]3)=[O:15])=[CH:10][CH:9]=2)=[N:6][O:7][C:3]=1[C:2]([F:1])([F:18])[F:17]. The yield is 0.810. (4) The reactants are Br[C:2]1[N:7]=[C:6]([NH2:8])[C:5]([Cl:9])=[N:4][CH:3]=1.Br[C:11]1[CH:12]=[CH:13][C:14]([N:17]2[CH2:22][CH2:21][N:20]([C:23]([O:25][C:26]([CH3:29])([CH3:28])[CH3:27])=[O:24])[CH2:19][CH2:18]2)=[N:15][CH:16]=1.C([O-])([O-])=O.[Cs+].[Cs+]. The catalyst is O1CCOCC1.C1C=CC(P(C2C=CC=CC=2)[C-]2C=CC=C2)=CC=1.C1C=CC(P(C2C=CC=CC=2)[C-]2C=CC=C2)=CC=1.Cl[Pd]Cl.[Fe+2]. The product is [NH2:8][C:6]1[N:7]=[C:2]([C:11]2[CH:12]=[CH:13][C:14]([N:17]3[CH2:22][CH2:21][N:20]([C:23]([O:25][C:26]([CH3:29])([CH3:28])[CH3:27])=[O:24])[CH2:19][CH2:18]3)=[N:15][CH:16]=2)[CH:3]=[N:4][C:5]=1[Cl:9]. The yield is 0.290. (5) The reactants are [CH3:1][O:2][C:3]1[CH:8]=[CH:7][C:6]([O:9][CH3:10])=[CH:5][C:4]=1[NH:11][C:12]([CH:14]1[CH2:19][CH2:18][CH2:17][CH2:16][CH2:15]1)=O.COC1C=CC(P2(SP(C3C=CC(OC)=CC=3)(=S)S2)=[S:29])=CC=1.O. The catalyst is C1(C)C=CC=CC=1. The product is [CH3:1][O:2][C:3]1[CH:8]=[CH:7][C:6]([O:9][CH3:10])=[CH:5][C:4]=1[NH:11][C:12]([CH:14]1[CH2:19][CH2:18][CH2:17][CH2:16][CH2:15]1)=[S:29]. The yield is 0.810. (6) The reactants are C(O[C:4](=[N:6][C:7](=O)[C:8]1[CH:13]=[CH:12][C:11]([Br:14])=[CH:10][CH:9]=1)[CH3:5])C.[NH:16]([C:18]1[N:23]=[CH:22][C:21]([S:24]([NH2:27])(=[O:26])=[O:25])=[CH:20][CH:19]=1)[NH2:17].O. The catalyst is ClCCl.CO. The product is [Br:14][C:11]1[CH:10]=[CH:9][C:8]([C:7]2[N:16]([C:18]3[N:23]=[CH:22][C:21]([S:24]([NH2:27])(=[O:26])=[O:25])=[CH:20][CH:19]=3)[N:17]=[C:4]([CH3:5])[N:6]=2)=[CH:13][CH:12]=1. The yield is 0.530.